Dataset: Reaction yield outcomes from USPTO patents with 853,638 reactions. Task: Predict the reaction yield, written as a fraction of the theoretical maximum amount of product (1.0 means a 100% yield; for example, 0.34 means a 34% yield). (1) The reactants are [Br:1][C:2]1[CH:10]=[CH:9][C:5]([C:6]([OH:8])=[O:7])=[C:4]([F:11])[CH:3]=1.O=S(Cl)Cl.[CH3:16]O. No catalyst specified. The product is [Br:1][C:2]1[CH:10]=[CH:9][C:5]([C:6]([O:8][CH3:16])=[O:7])=[C:4]([F:11])[CH:3]=1. The yield is 0.930. (2) The reactants are Br[C:2]1([CH2:15][N:16]2[CH:24]=[C:22]([CH3:23])[C:20](=[O:21])[NH:19][C:17]2=[O:18])[CH2:4][C:3]1([CH2:10][O:11]C(=O)C)[CH2:5][O:6]C(=O)C.C(=O)([O-])[O-].[K+].[K+].CO.O. The catalyst is CN(C)C=O. The product is [OH:6][CH2:5][C:3]1([CH2:10][OH:11])[CH2:4]/[C:2]/1=[CH:15]/[N:16]1[CH:24]=[C:22]([CH3:23])[C:20](=[O:21])[NH:19][C:17]1=[O:18]. The yield is 0.380.